This data is from Forward reaction prediction with 1.9M reactions from USPTO patents (1976-2016). The task is: Predict the product of the given reaction. (1) Given the reactants [123I-].[NH2:2][C:3]1[C:4]([CH:11]2[CH2:15]CC[CH2:12]2)=[N:5][NH:6][C:7]=1C(N)=O.[C:16]([NH:19][CH:20]([CH2:24][C:25]1[CH:30]=[CH:29][CH:28]=[CH:27][CH:26]=1)[C:21](O)=O)(=O)C.[C:31]([NH:34][CH2:35][C:36](O)=O)(=[O:33])[CH3:32].COC1C=CC(C=O)=CC=1, predict the reaction product. The product is: [CH2:24]([CH:20]1[C:21]2=[N:2][C:3]3[C:4]([CH:11]([CH3:15])[CH3:12])=[N:5][N:6]([CH3:7])[C:32]=3[C:31](=[O:33])[N:34]2[CH2:35][CH2:36][N:19]1[CH3:16])[C:25]1[CH:30]=[CH:29][CH:28]=[CH:27][CH:26]=1. (2) Given the reactants [O:1]=[C:2]1[N:7]([CH2:8][CH2:9][CH3:10])[C:6]2[S:11][C:12]3[CH2:17][CH2:16][CH2:15][CH2:14][C:13]=3[C:5]=2[C:4]([C:18]2[CH:23]=[CH:22][C:21]([CH3:24])=[CH:20][CH:19]=2)=[C:3]1[CH:25]([CH2:31][CH2:32][CH3:33])[C:26]([O:28]CC)=[O:27].[OH-].[Na+], predict the reaction product. The product is: [O:1]=[C:2]1[N:7]([CH2:8][CH2:9][CH3:10])[C:6]2[S:11][C:12]3[CH2:17][CH2:16][CH2:15][CH2:14][C:13]=3[C:5]=2[C:4]([C:18]2[CH:19]=[CH:20][C:21]([CH3:24])=[CH:22][CH:23]=2)=[C:3]1[CH:25]([CH2:31][CH2:32][CH3:33])[C:26]([OH:28])=[O:27]. (3) Given the reactants [Si]([O:18][CH:19]1[CH2:22][N:21]([C:23]2[S:24][CH:25]=[C:26]([CH2:28][NH:29][C:30]([O:32][CH2:33][C:34]3[CH:39]=[CH:38][C:37]([N+:40]([O-:42])=[O:41])=[CH:36][CH:35]=3)=[O:31])[N:27]=2)[CH2:20]1)(C(C)(C)C)(C1C=CC=CC=1)C1C=CC=CC=1.C(O)(=O)C.[F-].C([N+](CCCC)(CCCC)CCCC)CCC, predict the reaction product. The product is: [OH:18][CH:19]1[CH2:20][N:21]([C:23]2[S:24][CH:25]=[C:26]([CH2:28][NH:29][C:30]([O:32][CH2:33][C:34]3[CH:39]=[CH:38][C:37]([N+:40]([O-:42])=[O:41])=[CH:36][CH:35]=3)=[O:31])[N:27]=2)[CH2:22]1. (4) Given the reactants [OH:1][C@H:2]1[C@H:6]2[O:7][CH2:8][C@:3]1([CH2:17][OH:18])[O:4][C@H:5]2[N:9]1[CH:16]=[CH:15][C:13](=[O:14])[NH:12][C:10]1=[O:11].[CH3:19][O:20][C:21]1[CH:42]=[CH:41][C:24]([C:25](Cl)([C:34]2[CH:39]=[CH:38][CH:37]=[CH:36][CH:35]=2)[C:26]2[CH:31]=[CH:30][C:29]([O:32][CH3:33])=[CH:28][CH:27]=2)=[CH:23][CH:22]=1, predict the reaction product. The product is: [CH3:33][O:32][C:29]1[CH:28]=[CH:27][C:26]([C:25]([O:18][CH2:17][C@@:3]23[C@@H:2]([OH:1])[C@@H:6]([O:7][CH2:8]2)[C@H:5]([N:9]2[CH:16]=[CH:15][C:13](=[O:14])[NH:12][C:10]2=[O:11])[O:4]3)([C:34]2[CH:35]=[CH:36][CH:37]=[CH:38][CH:39]=2)[C:24]2[CH:41]=[CH:42][C:21]([O:20][CH3:19])=[CH:22][CH:23]=2)=[CH:31][CH:30]=1. (5) The product is: [F:13][C:14]1[CH:19]=[CH:18][C:17]([N:20]2[C:24]3[CH:25]=[C:26]4[C@:31]([CH:33]([C:2]5[N:3]([CH3:7])[CH:4]=[CH:5][N:6]=5)[OH:34])([CH2:32][C:23]=3[CH:22]=[N:21]2)[CH2:30][N:29]([S:35]([C:38]2[CH:39]=[CH:40][C:41]([C:44]([F:47])([F:45])[F:46])=[CH:42][CH:43]=2)(=[O:37])=[O:36])[CH2:28][CH2:27]4)=[CH:16][CH:15]=1. Given the reactants Br[C:2]1[N:3]([CH3:7])[CH:4]=[CH:5][N:6]=1.C([Li])CCC.[F:13][C:14]1[CH:19]=[CH:18][C:17]([N:20]2[C:24]3[CH:25]=[C:26]4[C@:31]([CH:33]=[O:34])([CH2:32][C:23]=3[CH:22]=[N:21]2)[CH2:30][N:29]([S:35]([C:38]2[CH:43]=[CH:42][C:41]([C:44]([F:47])([F:46])[F:45])=[CH:40][CH:39]=2)(=[O:37])=[O:36])[CH2:28][CH2:27]4)=[CH:16][CH:15]=1.O, predict the reaction product. (6) The product is: [CH3:4][C:5]1[CH:10]=[C:9]([CH3:11])[CH:8]=[CH:7][C:6]=1[CH:12]([C:34]1[CH:35]=[CH:36][CH:37]=[CH:38][CH:39]=1)[NH:13][C:14](=[O:33])[CH2:15][C:16]1[CH:17]=[CH:18][C:19]2[O:23][C:22]([C:24]([OH:31])([C:25]3[CH:30]=[CH:29][N:28]=[CH:27][CH:26]=3)[CH3:1])=[CH:21][C:20]=2[CH:32]=1. Given the reactants [CH3:1][Mg]Br.[CH3:4][C:5]1[CH:10]=[C:9]([CH3:11])[CH:8]=[CH:7][C:6]=1[CH:12]([C:34]1[CH:39]=[CH:38][CH:37]=[CH:36][CH:35]=1)[NH:13][C:14](=[O:33])[CH2:15][C:16]1[CH:17]=[CH:18][C:19]2[O:23][C:22]([C:24](=[O:31])[C:25]3[CH:30]=[CH:29][N:28]=[CH:27][CH:26]=3)=[CH:21][C:20]=2[CH:32]=1, predict the reaction product. (7) Given the reactants [C:1]([C:3]1[CH:4]=[CH:5][C:6]2[NH:12][C:11]3[N:13]=[C:14]([C:17]([F:20])([F:19])[F:18])[CH:15]=[CH:16][C:10]=3[CH2:9][N:8]([S:21]([C:24]3[CH:29]=[CH:28][C:27]([C:30]([CH3:33])([CH3:32])[CH3:31])=[CH:26][CH:25]=3)(=[O:23])=[O:22])[C:7]=2[C:34]=1[CH3:35])#[N:2].O.[OH-].[Li+].[O:39]1CCOCC1.O, predict the reaction product. The product is: [C:30]([C:27]1[CH:28]=[CH:29][C:24]([S:21]([N:8]2[C:7]3[C:34]([CH3:35])=[C:3]([C:1]([NH2:2])=[O:39])[CH:4]=[CH:5][C:6]=3[NH:12][C:11]3[N:13]=[C:14]([C:17]([F:19])([F:20])[F:18])[CH:15]=[CH:16][C:10]=3[CH2:9]2)(=[O:22])=[O:23])=[CH:25][CH:26]=1)([CH3:31])([CH3:32])[CH3:33]. (8) Given the reactants [C:1]([O-])([O-])=O.[K+].[K+].CB1OB(C)OB(C)O1.Br[C:17]1[C:26]([Cl:27])=[C:25]([Cl:28])[C:24]([O:29][CH3:30])=[C:23]2[C:18]=1[CH:19]=[C:20]([C:35]([O:37][CH2:38][CH3:39])=[O:36])[CH:21]([C:31]([F:34])([F:33])[F:32])[O:22]2, predict the reaction product. The product is: [Cl:27][C:26]1[C:17]([CH3:1])=[C:18]2[C:23](=[C:24]([O:29][CH3:30])[C:25]=1[Cl:28])[O:22][CH:21]([C:31]([F:34])([F:33])[F:32])[C:20]([C:35]([O:37][CH2:38][CH3:39])=[O:36])=[CH:19]2. (9) Given the reactants NCC[N:4]1[CH:8]=[C:7]([NH:9][C:10]([C:12]2[N:13]=[CH:14][O:15][C:16]=2[C:17]2[CH:18]=[C:19]([CH3:23])[CH:20]=[CH:21][CH:22]=2)=[O:11])[CH:6]=[N:5]1.C([NH:31][CH2:32][CH2:33][CH2:34]Br)(OC(C)(C)C)=O, predict the reaction product. The product is: [NH2:31][CH2:32][CH2:33][CH2:34][N:4]1[CH:8]=[C:7]([NH:9][C:10]([C:12]2[N:13]=[CH:14][O:15][C:16]=2[C:17]2[CH:18]=[C:19]([CH3:23])[CH:20]=[CH:21][CH:22]=2)=[O:11])[CH:6]=[N:5]1.